From a dataset of Forward reaction prediction with 1.9M reactions from USPTO patents (1976-2016). Predict the product of the given reaction. Given the reactants Cl[C:2]1[CH:7]=[N:6][C:5]([C:8]2[CH:13]=[CH:12][CH:11]=[CH:10][CH:9]=2)=[C:4]([C:14]2[CH:19]=[CH:18][CH:17]=[CH:16][CH:15]=2)[N:3]=1.[NH:20]1[CH2:24][CH2:23][CH2:22][CH:21]1[CH2:25][CH2:26][CH2:27][CH2:28][O:29][CH:30]1[CH2:35][CH2:34][CH2:33][CH2:32][O:31]1, predict the reaction product. The product is: [C:8]1([C:5]2[N:6]=[CH:7][C:2]([N:20]3[CH2:24][CH2:23][CH2:22][CH:21]3[CH2:25][CH2:26][CH2:27][CH2:28][O:29][CH:30]3[CH2:35][CH2:34][CH2:33][CH2:32][O:31]3)=[N:3][C:4]=2[C:14]2[CH:19]=[CH:18][CH:17]=[CH:16][CH:15]=2)[CH:13]=[CH:12][CH:11]=[CH:10][CH:9]=1.